Dataset: Forward reaction prediction with 1.9M reactions from USPTO patents (1976-2016). Task: Predict the product of the given reaction. The product is: [NH2:22][C:18]1[N:17]=[C:16]([N:7]2[C:6]3[CH:23]=[C:2]([C:33]#[C:32][C:30]([C:27]4[CH:26]=[C:25]([CH3:24])[O:29][N:28]=4)([OH:34])[CH3:31])[CH:3]=[CH:4][C:5]=3[N:9]=[C:8]2[O:10][CH2:11][C:12]([F:15])([F:14])[F:13])[CH:21]=[CH:20][N:19]=1. Given the reactants Br[C:2]1[CH:3]=[CH:4][C:5]2[N:9]=[C:8]([O:10][CH2:11][C:12]([F:15])([F:14])[F:13])[N:7]([C:16]3[CH:21]=[CH:20][N:19]=[C:18]([NH2:22])[N:17]=3)[C:6]=2[CH:23]=1.[CH3:24][C:25]1[O:29][N:28]=[C:27]([C:30]([OH:34])([C:32]#[CH:33])[CH3:31])[CH:26]=1, predict the reaction product.